This data is from Catalyst prediction with 721,799 reactions and 888 catalyst types from USPTO. The task is: Predict which catalyst facilitates the given reaction. (1) Reactant: NC1C=CNN=1.O/[CH:8]=[C:9]1\[C:10](=[O:18])[NH:11][C:12]2[C:17]\1=[CH:16][CH:15]=[CH:14][CH:13]=2.[Br:19][C:20]1[C:21]([NH2:26])=[N:22][O:23][C:24]=1[CH3:25]. Product: [Br:19][C:20]1[C:21]([NH:26][CH:8]=[C:9]2[C:17]3[C:12](=[CH:13][CH:14]=[CH:15][CH:16]=3)[NH:11][C:10]2=[O:18])=[N:22][O:23][C:24]=1[CH3:25]. The catalyst class is: 7. (2) Reactant: Br[CH2:2][C:3]1[CH:8]=[CH:7][C:6]([CH2:9][CH2:10][OH:11])=[CH:5][CH:4]=1.C(=O)([O-])[O-].[K+].[K+].[CH3:18][NH:19][CH2:20][C:21]1[CH:26]=[CH:25][CH:24]=[CH:23][CH:22]=1. Product: [CH2:20]([N:19]([CH2:2][C:3]1[CH:8]=[CH:7][C:6]([CH2:9][CH2:10][OH:11])=[CH:5][CH:4]=1)[CH3:18])[C:21]1[CH:26]=[CH:25][CH:24]=[CH:23][CH:22]=1. The catalyst class is: 10. (3) Reactant: [Cl:1][C:2]1[CH:7]=[CH:6][C:5]([C@@H:8]([C:47]2[CH:52]=[CH:51][CH:50]=[C:49]([F:53])[CH:48]=2)[C@H:9]([NH:42][C:43]([O:45][CH3:46])=[O:44])[C:10]([NH:12][C:13]2[CH:14]=[N:15][CH:16]=[C:17]([F:41])[C:18]=2[CH2:19][CH2:20][C@@H:21]2[N:26]([S:27]([CH:30]3[CH2:32][CH2:31]3)(=[O:29])=[O:28])[C@@H:25]([CH3:33])[CH2:24][N:23](C(OC(C)(C)C)=O)[CH2:22]2)=[O:11])=[CH:4][CH:3]=1.FC(F)(F)C(O)=O. Product: [Cl:1][C:2]1[CH:7]=[CH:6][C:5]([C@@H:8]([C:47]2[CH:52]=[CH:51][CH:50]=[C:49]([F:53])[CH:48]=2)[C@H:9]([NH:42][C:43](=[O:44])[O:45][CH3:46])[C:10]([NH:12][C:13]2[CH:14]=[N:15][CH:16]=[C:17]([F:41])[C:18]=2[CH2:19][CH2:20][C@H:21]2[CH2:22][NH:23][CH2:24][C@H:25]([CH3:33])[N:26]2[S:27]([CH:30]2[CH2:32][CH2:31]2)(=[O:29])=[O:28])=[O:11])=[CH:4][CH:3]=1. The catalyst class is: 4. (4) Reactant: [Cl:1][C:2]1[CH:3]=[C:4]([NH:9][C:10]2[C:19]3[C:14](=[CH:15][N:16]=[C:17](F)[CH:18]=3)[N:13]=[CH:12][C:11]=2[C:21]#[N:22])[CH:5]=[CH:6][C:7]=1[F:8].[OH:23][CH2:24][CH2:25][N:26]1[CH2:31][CH2:30][O:29][CH2:28][CH2:27]1. The catalyst class is: 1. Product: [Cl:1][C:2]1[CH:3]=[C:4]([NH:9][C:10]2[C:19]3[C:14](=[CH:15][N:16]=[C:17]([O:23][CH2:24][CH2:25][N:26]4[CH2:31][CH2:30][O:29][CH2:28][CH2:27]4)[CH:18]=3)[N:13]=[CH:12][C:11]=2[C:21]#[N:22])[CH:5]=[CH:6][C:7]=1[F:8]. (5) Reactant: [CH3:1][O:2][C:3]1[CH:4]=[CH:5][C:6]2[C:12]([C:13]3[CH:18]=[CH:17][CH:16]=[CH:15][CH:14]=3)=[N:11][CH2:10][C:9](=[O:19])[NH:8][C:7]=2[CH:20]=1.[H-].[Na+].I[CH3:24].O. Product: [CH3:1][O:2][C:3]1[CH:4]=[CH:5][C:6]2[C:12]([C:13]3[CH:18]=[CH:17][CH:16]=[CH:15][CH:14]=3)=[N:11][CH2:10][C:9](=[O:19])[N:8]([CH3:24])[C:7]=2[CH:20]=1. The catalyst class is: 3. (6) Reactant: [P:1]([OH:4])([OH:3])[OH:2].[CH3:5][Si:6]([CH3:13])([CH3:12])O[Si:6]([CH3:13])([CH3:12])[CH3:5]. Product: [PH:1](=[O:4])([O:3][Si:6]([CH3:13])([CH3:12])[CH3:5])[O:2][Si:6]([CH3:13])([CH3:12])[CH3:5]. The catalyst class is: 530. (7) Reactant: [CH2:1]([C:4]1[C:9]([C:10]([F:13])([F:12])[F:11])=[CH:8][CH:7]=[CH:6][C:5]=1[OH:14])[CH:2]=[CH2:3].[H][H]. The catalyst class is: 515. Product: [CH2:1]([C:4]1[C:9]([C:10]([F:12])([F:13])[F:11])=[CH:8][CH:7]=[CH:6][C:5]=1[OH:14])[CH2:2][CH3:3].